This data is from NCI-60 drug combinations with 297,098 pairs across 59 cell lines. The task is: Regression. Given two drug SMILES strings and cell line genomic features, predict the synergy score measuring deviation from expected non-interaction effect. (1) Synergy scores: CSS=1.72, Synergy_ZIP=-0.619, Synergy_Bliss=2.03, Synergy_Loewe=0.440, Synergy_HSA=1.21. Cell line: NCI-H522. Drug 2: C1=NNC2=C1C(=O)NC=N2. Drug 1: C(=O)(N)NO. (2) Drug 1: COC1=C(C=C2C(=C1)N=CN=C2NC3=CC(=C(C=C3)F)Cl)OCCCN4CCOCC4. Drug 2: CN(C)C1=NC(=NC(=N1)N(C)C)N(C)C. Cell line: CCRF-CEM. Synergy scores: CSS=5.79, Synergy_ZIP=-1.26, Synergy_Bliss=-2.44, Synergy_Loewe=-9.87, Synergy_HSA=-5.14. (3) Drug 1: CC1=C2C(C(=O)C3(C(CC4C(C3C(C(C2(C)C)(CC1OC(=O)C(C(C5=CC=CC=C5)NC(=O)OC(C)(C)C)O)O)OC(=O)C6=CC=CC=C6)(CO4)OC(=O)C)O)C)O. Drug 2: CC12CCC3C(C1CCC2OP(=O)(O)O)CCC4=C3C=CC(=C4)OC(=O)N(CCCl)CCCl.[Na+]. Cell line: A498. Synergy scores: CSS=39.0, Synergy_ZIP=15.9, Synergy_Bliss=15.8, Synergy_Loewe=-21.1, Synergy_HSA=16.9. (4) Drug 1: CC1=C(C=C(C=C1)NC2=NC=CC(=N2)N(C)C3=CC4=NN(C(=C4C=C3)C)C)S(=O)(=O)N.Cl. Drug 2: CC1C(C(=O)NC(C(=O)N2CCCC2C(=O)N(CC(=O)N(C(C(=O)O1)C(C)C)C)C)C(C)C)NC(=O)C3=C4C(=C(C=C3)C)OC5=C(C(=O)C(=C(C5=N4)C(=O)NC6C(OC(=O)C(N(C(=O)CN(C(=O)C7CCCN7C(=O)C(NC6=O)C(C)C)C)C)C(C)C)C)N)C. Cell line: HS 578T. Synergy scores: CSS=-5.20, Synergy_ZIP=7.92, Synergy_Bliss=4.87, Synergy_Loewe=2.01, Synergy_HSA=1.81. (5) Drug 1: CC1=C(C=C(C=C1)C(=O)NC2=CC(=CC(=C2)C(F)(F)F)N3C=C(N=C3)C)NC4=NC=CC(=N4)C5=CN=CC=C5. Drug 2: CC(C)(C#N)C1=CC(=CC(=C1)CN2C=NC=N2)C(C)(C)C#N. Cell line: MDA-MB-231. Synergy scores: CSS=-3.46, Synergy_ZIP=0.847, Synergy_Bliss=-2.55, Synergy_Loewe=-7.34, Synergy_HSA=-5.89. (6) Drug 1: C1C(C(OC1N2C=NC3=C(N=C(N=C32)Cl)N)CO)O. Drug 2: CCC1(CC2CC(C3=C(CCN(C2)C1)C4=CC=CC=C4N3)(C5=C(C=C6C(=C5)C78CCN9C7C(C=CC9)(C(C(C8N6C)(C(=O)OC)O)OC(=O)C)CC)OC)C(=O)OC)O.OS(=O)(=O)O. Cell line: HOP-92. Synergy scores: CSS=29.5, Synergy_ZIP=3.39, Synergy_Bliss=4.44, Synergy_Loewe=0.755, Synergy_HSA=2.13.